From a dataset of NCI-60 drug combinations with 297,098 pairs across 59 cell lines. Regression. Given two drug SMILES strings and cell line genomic features, predict the synergy score measuring deviation from expected non-interaction effect. (1) Drug 1: CCCS(=O)(=O)NC1=C(C(=C(C=C1)F)C(=O)C2=CNC3=C2C=C(C=N3)C4=CC=C(C=C4)Cl)F. Drug 2: COC1=NC(=NC2=C1N=CN2C3C(C(C(O3)CO)O)O)N. Cell line: SK-MEL-5. Synergy scores: CSS=14.6, Synergy_ZIP=0.121, Synergy_Bliss=-3.81, Synergy_Loewe=-38.5, Synergy_HSA=-7.82. (2) Drug 1: CCC1=CC2CC(C3=C(CN(C2)C1)C4=CC=CC=C4N3)(C5=C(C=C6C(=C5)C78CCN9C7C(C=CC9)(C(C(C8N6C)(C(=O)OC)O)OC(=O)C)CC)OC)C(=O)OC.C(C(C(=O)O)O)(C(=O)O)O. Drug 2: COCCOC1=C(C=C2C(=C1)C(=NC=N2)NC3=CC=CC(=C3)C#C)OCCOC.Cl. Cell line: A549. Synergy scores: CSS=47.4, Synergy_ZIP=1.69, Synergy_Bliss=4.47, Synergy_Loewe=6.57, Synergy_HSA=6.57. (3) Drug 1: C1=C(C(=O)NC(=O)N1)N(CCCl)CCCl. Drug 2: CC12CCC3C(C1CCC2O)C(CC4=C3C=CC(=C4)O)CCCCCCCCCS(=O)CCCC(C(F)(F)F)(F)F. Cell line: OVCAR-8. Synergy scores: CSS=15.2, Synergy_ZIP=-9.36, Synergy_Bliss=-3.28, Synergy_Loewe=-4.64, Synergy_HSA=-3.46. (4) Drug 1: CC(C1=C(C=CC(=C1Cl)F)Cl)OC2=C(N=CC(=C2)C3=CN(N=C3)C4CCNCC4)N. Drug 2: CC1C(C(=O)NC(C(=O)N2CCCC2C(=O)N(CC(=O)N(C(C(=O)O1)C(C)C)C)C)C(C)C)NC(=O)C3=C4C(=C(C=C3)C)OC5=C(C(=O)C(=C(C5=N4)C(=O)NC6C(OC(=O)C(N(C(=O)CN(C(=O)C7CCCN7C(=O)C(NC6=O)C(C)C)C)C)C(C)C)C)N)C. Cell line: SNB-19. Synergy scores: CSS=19.6, Synergy_ZIP=24.8, Synergy_Bliss=29.1, Synergy_Loewe=29.7, Synergy_HSA=29.0. (5) Cell line: NCI/ADR-RES. Drug 2: CC1=C(C=C(C=C1)C(=O)NC2=CC(=CC(=C2)C(F)(F)F)N3C=C(N=C3)C)NC4=NC=CC(=N4)C5=CN=CC=C5. Drug 1: CN(C)C1=NC(=NC(=N1)N(C)C)N(C)C. Synergy scores: CSS=-4.28, Synergy_ZIP=1.13, Synergy_Bliss=-2.31, Synergy_Loewe=-3.93, Synergy_HSA=-4.44. (6) Drug 1: CN1CCC(CC1)COC2=C(C=C3C(=C2)N=CN=C3NC4=C(C=C(C=C4)Br)F)OC. Drug 2: C1CN(CCN1C(=O)CCBr)C(=O)CCBr. Cell line: MDA-MB-231. Synergy scores: CSS=22.4, Synergy_ZIP=-5.09, Synergy_Bliss=-2.54, Synergy_Loewe=0.318, Synergy_HSA=0.347. (7) Drug 1: C1CC(=O)NC(=O)C1N2CC3=C(C2=O)C=CC=C3N. Drug 2: C1=CC=C(C(=C1)C(C2=CC=C(C=C2)Cl)C(Cl)Cl)Cl. Cell line: SK-MEL-5. Synergy scores: CSS=2.35, Synergy_ZIP=1.40, Synergy_Bliss=3.10, Synergy_Loewe=2.47, Synergy_HSA=2.67. (8) Drug 1: C1=CC(=CC=C1C#N)C(C2=CC=C(C=C2)C#N)N3C=NC=N3. Drug 2: CC1C(C(CC(O1)OC2CC(CC3=C2C(=C4C(=C3O)C(=O)C5=CC=CC=C5C4=O)O)(C(=O)C)O)N)O. Cell line: MOLT-4. Synergy scores: CSS=39.6, Synergy_ZIP=2.06, Synergy_Bliss=-1.97, Synergy_Loewe=-23.8, Synergy_HSA=-2.27. (9) Drug 1: CN1C(=O)N2C=NC(=C2N=N1)C(=O)N. Drug 2: CS(=O)(=O)CCNCC1=CC=C(O1)C2=CC3=C(C=C2)N=CN=C3NC4=CC(=C(C=C4)OCC5=CC(=CC=C5)F)Cl. Cell line: M14. Synergy scores: CSS=-0.970, Synergy_ZIP=-1.10, Synergy_Bliss=-2.76, Synergy_Loewe=-16.4, Synergy_HSA=-2.96.